From a dataset of NCI-60 drug combinations with 297,098 pairs across 59 cell lines. Regression. Given two drug SMILES strings and cell line genomic features, predict the synergy score measuring deviation from expected non-interaction effect. (1) Drug 1: CCC1=C2CN3C(=CC4=C(C3=O)COC(=O)C4(CC)O)C2=NC5=C1C=C(C=C5)O. Drug 2: CN1C=C(C=N1)C2=C3N=C(C(=C(N3N=C2)N)Br)C4CCCNC4. Cell line: SK-OV-3. Synergy scores: CSS=65.2, Synergy_ZIP=4.73, Synergy_Bliss=5.45, Synergy_Loewe=-2.98, Synergy_HSA=5.69. (2) Drug 1: CC1=C(C=C(C=C1)NC2=NC=CC(=N2)N(C)C3=CC4=NN(C(=C4C=C3)C)C)S(=O)(=O)N.Cl. Drug 2: C1CCC(C1)C(CC#N)N2C=C(C=N2)C3=C4C=CNC4=NC=N3. Cell line: UACC-257. Synergy scores: CSS=7.93, Synergy_ZIP=1.60, Synergy_Bliss=6.90, Synergy_Loewe=3.50, Synergy_HSA=4.07. (3) Drug 1: CCC1=CC2CC(C3=C(CN(C2)C1)C4=CC=CC=C4N3)(C5=C(C=C6C(=C5)C78CCN9C7C(C=CC9)(C(C(C8N6C)(C(=O)OC)O)OC(=O)C)CC)OC)C(=O)OC.C(C(C(=O)O)O)(C(=O)O)O. Drug 2: CNC(=O)C1=NC=CC(=C1)OC2=CC=C(C=C2)NC(=O)NC3=CC(=C(C=C3)Cl)C(F)(F)F. Cell line: EKVX. Synergy scores: CSS=42.0, Synergy_ZIP=5.00, Synergy_Bliss=4.38, Synergy_Loewe=3.63, Synergy_HSA=7.25. (4) Drug 1: CCC1(CC2CC(C3=C(CCN(C2)C1)C4=CC=CC=C4N3)(C5=C(C=C6C(=C5)C78CCN9C7C(C=CC9)(C(C(C8N6C=O)(C(=O)OC)O)OC(=O)C)CC)OC)C(=O)OC)O.OS(=O)(=O)O. Drug 2: CS(=O)(=O)OCCCCOS(=O)(=O)C. Cell line: DU-145. Synergy scores: CSS=5.70, Synergy_ZIP=2.38, Synergy_Bliss=9.71, Synergy_Loewe=5.06, Synergy_HSA=4.31. (5) Drug 1: C1=CC(=CC=C1CCC2=CNC3=C2C(=O)NC(=N3)N)C(=O)NC(CCC(=O)O)C(=O)O. Drug 2: CCC1(CC2CC(C3=C(CCN(C2)C1)C4=CC=CC=C4N3)(C5=C(C=C6C(=C5)C78CCN9C7C(C=CC9)(C(C(C8N6C)(C(=O)OC)O)OC(=O)C)CC)OC)C(=O)OC)O.OS(=O)(=O)O. Cell line: 786-0. Synergy scores: CSS=19.8, Synergy_ZIP=-12.8, Synergy_Bliss=-13.6, Synergy_Loewe=-12.0, Synergy_HSA=-10.2.